Dataset: Catalyst prediction with 721,799 reactions and 888 catalyst types from USPTO. Task: Predict which catalyst facilitates the given reaction. (1) Reactant: [NH2:1][C:2]1[N:10]=[CH:9][N:8]=[C:7]2[C:3]=1[N:4]=[CH:5][N:6]2[CH2:11][C:12]1[O:13][C:14]2[C:19]([C:20](=[O:28])[C:21]=1[C:22]1[CH:27]=[CH:26][CH:25]=[CH:24][CH:23]=1)=[CH:18][C:17](Br)=[CH:16][CH:15]=2.[H][H].ClCCl. Product: [NH2:1][C:2]1[N:10]=[CH:9][N:8]=[C:7]2[C:3]=1[N:4]=[CH:5][N:6]2[CH2:11][C:12]1[O:13][C:14]2[C:19]([C:20](=[O:28])[C:21]=1[C:22]1[CH:27]=[CH:26][CH:25]=[CH:24][CH:23]=1)=[CH:18][CH:17]=[CH:16][CH:15]=2. The catalyst class is: 19. (2) Reactant: [OH:1][CH2:2][CH:3]1[CH2:8][CH2:7][CH2:6][CH:5]([NH:9][C:10](=[O:16])[O:11][C:12]([CH3:15])([CH3:14])[CH3:13])[CH2:4]1.[CH3:17][S:18](Cl)(=[O:20])=[O:19].C(N(CC)CC)C. Product: [CH3:17][S:18]([O:1][CH2:2][CH:3]1[CH2:8][CH2:7][CH2:6][CH:5]([NH:9][C:10]([O:11][C:12]([CH3:13])([CH3:15])[CH3:14])=[O:16])[CH2:4]1)(=[O:20])=[O:19]. The catalyst class is: 2.